Dataset: Full USPTO retrosynthesis dataset with 1.9M reactions from patents (1976-2016). Task: Predict the reactants needed to synthesize the given product. (1) The reactants are: [C:1]([NH:4][C@H:5]([C:26]1[CH:31]=[CH:30][CH:29]=[CH:28][CH:27]=1)[CH2:6][CH2:7][N:8]1[CH2:13][CH2:12][CH:11]([C:14]2[CH:15]=[C:16]([NH:20][C:21](=[O:25])[CH:22]([CH3:24])[CH3:23])[CH:17]=[CH:18][CH:19]=2)[CH2:10][CH2:9]1)(=[O:3])[CH3:2].N[C@H:33](C1C=CC=CC=1)CCN1CCC(C2C=C(NC(=O)C(C)C)C=CC=2)CC1.C(Cl)(=O)CC. Given the product [CH3:23][CH:22]([CH3:24])[C:21]([NH:20][C:16]1[CH:17]=[CH:18][CH:19]=[C:14]([CH:11]2[CH2:12][CH2:13][N:8]([CH2:7][CH2:6][C@@H:5]([C:26]3[CH:27]=[CH:28][CH:29]=[CH:30][CH:31]=3)[NH:4][C:1](=[O:3])[CH2:2][CH3:33])[CH2:9][CH2:10]2)[CH:15]=1)=[O:25], predict the reactants needed to synthesize it. (2) Given the product [Cl:11][C:9]1[CH:10]=[C:5]([CH2:4][C:3]([OH:2])=[O:13])[CH:6]=[C:7]([S:29]([C:25]2[CH:24]=[C:23]([C:20]3[CH:19]=[CH:18][C:17]([C:16]([F:15])([F:32])[F:33])=[CH:22][CH:21]=3)[CH:28]=[CH:27][CH:26]=2)(=[O:31])=[O:30])[CH:8]=1, predict the reactants needed to synthesize it. The reactants are: C[O:2][C:3](=[O:13])[CH2:4][C:5]1[CH:10]=[C:9]([Cl:11])[CH:8]=[C:7](Br)[CH:6]=1.[Na+].[F:15][C:16]([F:33])([F:32])[C:17]1[CH:22]=[CH:21][C:20]([C:23]2[CH:28]=[CH:27][CH:26]=[C:25]([S:29]([O-:31])=[O:30])[CH:24]=2)=[CH:19][CH:18]=1.C1(C)C=CC=CC=1.C(=O)([O-])[O-].[Cs+].[Cs+].CC1(C)C2C(=C(P(C3C=CC=CC=3)C3C=CC=CC=3)C=CC=2)OC2C(P(C3C=CC=CC=3)C3C=CC=CC=3)=CC=CC1=2. (3) Given the product [Cl:1][C:2]1[CH:13]=[CH:12][C:5]([C:6]2[O:11][CH:10]=[CH:9][N:8]=2)=[C:4]([O-:14])[CH:3]=1.[Cl:1][C:2]1[CH:13]=[CH:12][C:5]([C:6]2[O:11][CH:10]=[CH:9][N:8]=2)=[C:4]([O-:14])[CH:3]=1.[Mg+2:50], predict the reactants needed to synthesize it. The reactants are: [Cl:1][C:2]1[CH:13]=[CH:12][C:5]([C:6]([NH:8][CH2:9][CH:10]=[O:11])=O)=[C:4]([OH:14])[CH:3]=1.ClP(Cl)(C1C=CC=CC=1)(C1C=CC=CC=1)C1C=CC=CC=1.C(N(CC)CC)C.O.O.O.O.O.O.[Cl-].[Mg+2:50].[Cl-].[Cl-].[Mg+2].[Cl-]. (4) The reactants are: Cl[C:2]1[CH:3]=[C:4]2[C:9](=[CH:10][CH:11]=1)[C:8]([C:12]1[CH:17]=[CH:16][C:15]([CH3:18])=[CH:14][C:13]=1[CH3:19])=[N:7][N:6]=[CH:5]2.[CH:20]1([NH:23][C:24](=[O:41])[C:25]2[CH:30]=[CH:29][C:28]([CH3:31])=[C:27](B3OC(C)(C)C(C)(C)O3)[CH:26]=2)[CH2:22][CH2:21]1.C1(P(C2CCCCC2)C2C=CC=CC=2C2C=CC=CC=2C)CCCCC1.C(=O)([O-])[O-].[K+].[K+]. Given the product [CH:20]1([NH:23][C:24](=[O:41])[C:25]2[CH:30]=[CH:29][C:28]([CH3:31])=[C:27]([C:2]3[CH:3]=[C:4]4[C:9](=[CH:10][CH:11]=3)[C:8]([C:12]3[CH:17]=[CH:16][C:15]([CH3:18])=[CH:14][C:13]=3[CH3:19])=[N:7][N:6]=[CH:5]4)[CH:26]=2)[CH2:21][CH2:22]1, predict the reactants needed to synthesize it. (5) Given the product [Si:6]([O:14][C@H:15]1[CH2:23][N:22]2[C@H:17]([CH2:18][C:19](=[O:24])[CH2:20][CH2:21]2)[CH2:16]1)([C:9]([CH3:12])([CH3:11])[CH3:10])([CH3:8])[CH3:7], predict the reactants needed to synthesize it. The reactants are: N1C=CN=C1.[Si:6](Cl)([C:9]([CH3:12])([CH3:11])[CH3:10])([CH3:8])[CH3:7].[OH:14][C@H:15]1[CH2:23][N:22]2[C@H:17]([CH2:18][C:19](=[O:24])[CH2:20][CH2:21]2)[CH2:16]1.O. (6) Given the product [CH3:1][O:2][C:3]([CH:5]1[CH2:10][CH:9]([C:11]([O:13][CH3:14])=[O:12])[CH2:8][NH:7][CH2:6]1)=[O:4], predict the reactants needed to synthesize it. The reactants are: [CH3:1][O:2][C:3]([C:5]1[CH:6]=[N:7][CH:8]=[C:9]([C:11]([O:13][CH3:14])=[O:12])[CH:10]=1)=[O:4].